Dataset: Forward reaction prediction with 1.9M reactions from USPTO patents (1976-2016). Task: Predict the product of the given reaction. (1) Given the reactants [Cl:1][C:2]1[CH:7]=[CH:6][C:5]([CH:8]=[C:9](Br)[Br:10])=[CH:4][CH:3]=1.CC(C)([O-])C.[K+], predict the reaction product. The product is: [Br:10][C:9]#[C:8][C:5]1[CH:6]=[CH:7][C:2]([Cl:1])=[CH:3][CH:4]=1. (2) Given the reactants [C-:1]#[N:2].[K+].[CH2:4]([N:11]1[CH2:16][CH2:15][N:14]([CH2:17][C:18]2[CH:23]=[CH:22][CH:21]=[CH:20][CH:19]=2)[CH2:13][CH:12]1[CH2:24]Cl)[C:5]1[CH:10]=[CH:9][CH:8]=[CH:7][CH:6]=1, predict the reaction product. The product is: [CH2:4]([N:11]1[CH2:16][CH2:15][N:14]([CH2:17][C:18]2[CH:23]=[CH:22][CH:21]=[CH:20][CH:19]=2)[CH2:13][CH:12]1[CH2:24][C:1]#[N:2])[C:5]1[CH:10]=[CH:9][CH:8]=[CH:7][CH:6]=1.